Dataset: Reaction yield outcomes from USPTO patents with 853,638 reactions. Task: Predict the reaction yield, written as a fraction of the theoretical maximum amount of product (1.0 means a 100% yield; for example, 0.34 means a 34% yield). (1) The reactants are [NH2:1][CH2:2][C:3]1[CH:15]=[C:14]2[C:6]([C:7]3[C:8]([Br:19])=[CH:9][CH:10]=[C:11]([C:16]([NH2:18])=[O:17])[C:12]=3[NH:13]2)=[CH:5][CH:4]=1.[CH3:20][S:21](Cl)(=[O:23])=[O:22]. The catalyst is CN(C=O)C.C1COCC1.C(Cl)Cl. The product is [Br:19][C:8]1[C:7]2[C:6]3[C:14](=[CH:15][C:3]([CH2:2][NH:1][S:21]([CH3:20])(=[O:23])=[O:22])=[CH:4][CH:5]=3)[NH:13][C:12]=2[C:11]([C:16]([NH2:18])=[O:17])=[CH:10][CH:9]=1. The yield is 0.880. (2) The reactants are C(OC(=O)[NH:7][CH:8]([C:10](=[O:34])[NH:11][CH:12]([C:16]([N:18]1[CH2:22][CH2:21][CH2:20][CH:19]1[CH2:23][C:24]1[C:28]2[CH:29]=[C:30]([OH:33])[CH:31]=[CH:32][C:27]=2[O:26][CH:25]=1)=[O:17])[CH:13]([CH3:15])[CH3:14])[CH3:9])(C)(C)C.C(O)(C(F)(F)F)=O. The catalyst is C(Cl)Cl. The product is [NH2:7][CH:8]([CH3:9])[C:10]([NH:11][CH:12]([C:16]([N:18]1[CH2:22][CH2:21][CH2:20][CH:19]1[CH2:23][C:24]1[C:28]2[CH:29]=[C:30]([OH:33])[CH:31]=[CH:32][C:27]=2[O:26][CH:25]=1)=[O:17])[CH:13]([CH3:15])[CH3:14])=[O:34]. The yield is 0.370. (3) The reactants are [CH:1]1([C:5]2[C:26]([C:27]3[NH:35][C:30]4[CH2:31][NH:32][CH2:33][CH2:34][C:29]=4[N:28]=3)=[CH:25][C:8]([C:9]([N:11]3[CH2:16][CH2:15][CH:14]([C:17]4[CH:24]=[CH:23][C:20]([C:21]#[N:22])=[CH:19][CH:18]=4)[CH2:13][CH2:12]3)=[O:10])=[C:7]([CH3:36])[CH:6]=2)[CH2:4][CH2:3][CH2:2]1.[BH-](OC(C)=O)(OC(C)=O)O[C:39](C)=O.[Na+].C=O. The catalyst is O1CCCC1. The product is [CH:1]1([C:5]2[C:26]([C:27]3[NH:35][C:30]4[CH2:31][N:32]([CH3:39])[CH2:33][CH2:34][C:29]=4[N:28]=3)=[CH:25][C:8]([C:9]([N:11]3[CH2:12][CH2:13][CH:14]([C:17]4[CH:24]=[CH:23][C:20]([C:21]#[N:22])=[CH:19][CH:18]=4)[CH2:15][CH2:16]3)=[O:10])=[C:7]([CH3:36])[CH:6]=2)[CH2:2][CH2:3][CH2:4]1. The yield is 0.160. (4) The reactants are [CH2:1]([O:8][C:9]([N:11]1[CH2:16][CH2:15][N:14]([C:17]([O:19][C:20]([CH3:23])([CH3:22])[CH3:21])=[O:18])[CH2:13][CH:12]1[C:24]([OH:26])=[O:25])=[O:10])[C:2]1[CH:7]=[CH:6][CH:5]=[CH:4][CH:3]=1.[C:27]([O-])([O-])=O.[K+].[K+].COS(OC)(=O)=O. The catalyst is CC(C)=O. The product is [N:11]1([C:9]([O:8][CH2:1][C:2]2[CH:3]=[CH:4][CH:5]=[CH:6][CH:7]=2)=[O:10])[CH2:16][CH2:15][N:14]([C:17]([O:19][C:20]([CH3:22])([CH3:23])[CH3:21])=[O:18])[CH2:13][CH:12]1[C:24]([O:26][CH3:27])=[O:25]. The yield is 0.900. (5) The reactants are [Cl-].O[NH3+:3].[C:4](=[O:7])([O-])[OH:5].[Na+].CS(C)=O.[F:13][CH2:14][C:15]([CH2:53][F:54])([OH:52])[CH2:16][O:17][C@H:18]1[CH2:23][CH2:22][C@H:21]([N:24]2[C:29](=[O:30])[C:28]([CH2:31][C:32]3[CH:37]=[CH:36][C:35]([C:38]4[C:39]([C:44]#[N:45])=[CH:40][CH:41]=[CH:42][CH:43]=4)=[CH:34][CH:33]=3)=[C:27]([CH2:46][CH2:47][CH3:48])[N:26]3[N:49]=[CH:50][N:51]=[C:25]23)[CH2:20][CH2:19]1. The catalyst is O.C(OCC)(=O)C. The product is [F:13][CH2:14][C:15]([CH2:53][F:54])([OH:52])[CH2:16][O:17][C@H:18]1[CH2:23][CH2:22][C@H:21]([N:24]2[C:29](=[O:30])[C:28]([CH2:31][C:32]3[CH:37]=[CH:36][C:35]([C:38]4[CH:43]=[CH:42][CH:41]=[CH:40][C:39]=4[C:44]4[NH:3][C:4](=[O:7])[O:5][N:45]=4)=[CH:34][CH:33]=3)=[C:27]([CH2:46][CH2:47][CH3:48])[N:26]3[N:49]=[CH:50][N:51]=[C:25]23)[CH2:20][CH2:19]1. The yield is 0.610. (6) The reactants are [CH2:1]([C:3]1[S:7][C:6]([C:8]([O:10]C)=[O:9])=[CH:5][C:4]=1[C:12]1[N:16]([CH3:17])[N:15]=[CH:14][CH:13]=1)[CH3:2].[OH-].[Na+]. The catalyst is O1CCCC1. The product is [CH2:1]([C:3]1[S:7][C:6]([C:8]([OH:10])=[O:9])=[CH:5][C:4]=1[C:12]1[N:16]([CH3:17])[N:15]=[CH:14][CH:13]=1)[CH3:2]. The yield is 1.00.